Dataset: Forward reaction prediction with 1.9M reactions from USPTO patents (1976-2016). Task: Predict the product of the given reaction. (1) Given the reactants [F:1][C:2]1[CH:7]=[CH:6][C:5]([C:8]2[C:16]3[N:15]=[C:14]([CH2:17][C:18]([OH:21])([CH3:20])[CH3:19])[N:13]([CH3:22])[C:12]=3[CH:11]=[C:10]([C:23]([O:25]C)=[O:24])[CH:9]=2)=[CH:4][CH:3]=1.[OH-].[Na+].Cl.[CH3:30]O, predict the reaction product. The product is: [CH3:30][C:9]1[C:10]([C:23]([OH:25])=[O:24])=[CH:11][C:12]2[N:13]([CH3:22])[C:14]([CH2:17][C:18]([OH:21])([CH3:19])[CH3:20])=[N:15][C:16]=2[C:8]=1[C:5]1[CH:4]=[CH:3][C:2]([F:1])=[CH:7][CH:6]=1. (2) Given the reactants [Cl-].[CH3:2][C:3]1[C:11]2[CH2:10][O:9][C:8](=[O:12])[C:7]=2[CH:6]=[CH:5][C:4]=1[CH2:13][CH2:14][N:15]1[CH2:20][CH2:19][CH:18]([NH3+:21])[CH2:17][CH2:16]1.[C:22]([C:24]1[CH:32]=[CH:31][C:27]([C:28](O)=[O:29])=[CH:26][C:25]=1[F:33])#[N:23], predict the reaction product. The product is: [C:22]([C:24]1[CH:32]=[CH:31][C:27]([C:28]([NH:21][CH:18]2[CH2:17][CH2:16][N:15]([CH2:14][CH2:13][C:4]3[C:3]([CH3:2])=[C:11]4[C:7](=[CH:6][CH:5]=3)[C:8](=[O:12])[O:9][CH2:10]4)[CH2:20][CH2:19]2)=[O:29])=[CH:26][C:25]=1[F:33])#[N:23]. (3) Given the reactants [Cl:1][C:2]1[CH:7]=[CH:6][C:5]([S:8]([N:11]([C:15]2[CH:20]=[C:19]([Cl:21])[CH:18]=[CH:17][C:16]=2[CH:22]([OH:39])[C:23]2[CH:28]=[CH:27][N:26]=[C:25]3[N:29]([Si:32]([C:35]([CH3:38])([CH3:37])[CH3:36])([CH3:34])[CH3:33])[CH:30]=[CH:31][C:24]=23)[CH2:12][O:13][CH3:14])(=[O:10])=[O:9])=[CH:4][C:3]=1[C:40]([F:43])([F:42])[F:41].CC(OI1(OC(C)=O)(OC(C)=O)OC(=O)C2C=CC=CC1=2)=O.[O-]S([O-])(=S)=O.[Na+].[Na+].C([O-])(O)=O.[Na+], predict the reaction product. The product is: [Cl:1][C:2]1[CH:7]=[CH:6][C:5]([S:8]([N:11]([C:15]2[CH:20]=[C:19]([Cl:21])[CH:18]=[CH:17][C:16]=2[C:22]([C:23]2[C:24]3[CH:31]=[CH:30][N:29]([Si:32]([C:35]([CH3:37])([CH3:38])[CH3:36])([CH3:33])[CH3:34])[C:25]=3[N:26]=[CH:27][CH:28]=2)=[O:39])[CH2:12][O:13][CH3:14])(=[O:9])=[O:10])=[CH:4][C:3]=1[C:40]([F:43])([F:42])[F:41]. (4) Given the reactants [CH:1]1([NH:4][C:5]([C:7]2[CH:8]=[CH:9][C:10]([CH3:30])=[C:11]([C:13]3[C:14]([C:27]([OH:29])=O)=[CH:15][C:16]([C:19]([NH:21][CH2:22][C:23]([CH3:26])([CH3:25])[CH3:24])=[O:20])=[CH:17][CH:18]=3)[CH:12]=2)=[O:6])[CH2:3][CH2:2]1.CN(C(O[N:39]1N=[N:46][C:41]2C=[CH:43][CH:44]=[CH:45][C:40]1=2)=[N+](C)C)C.F[P-](F)(F)(F)(F)F.CCN(CC)CC.N1C=CC=C(N)C=1, predict the reaction product. The product is: [CH:1]1([NH:4][C:5]([C:7]2[CH:12]=[C:11]([C:13]3[C:14]([C:27]([NH:39][C:40]4[CH:41]=[N:46][CH:43]=[CH:44][CH:45]=4)=[O:29])=[CH:15][C:16]([C:19]([NH:21][CH2:22][C:23]([CH3:24])([CH3:25])[CH3:26])=[O:20])=[CH:17][CH:18]=3)[C:10]([CH3:30])=[CH:9][CH:8]=2)=[O:6])[CH2:3][CH2:2]1. (5) Given the reactants [CH2:1]([O:3][C:4]([C:6]1[C:10]([N+:11]([O-])=O)=[CH:9][NH:8][N:7]=1)=[O:5])[CH3:2], predict the reaction product. The product is: [CH2:1]([O:3][C:4]([C:6]1[C:10]([NH2:11])=[CH:9][NH:8][N:7]=1)=[O:5])[CH3:2]. (6) Given the reactants [NH2:1]/[CH:2]=[C:3](/[N:9]1[C:13]([CH3:14])=[CH:12][CH:11]=[C:10]1[C:15]([O:17]CC)=O)\[C:4]([O:6][CH2:7][CH3:8])=[O:5].CC(C)([O-])C.[Na+].[H-].[Na+].O, predict the reaction product. The product is: [CH3:14][C:13]1[N:9]2[C:3]([C:4]([O:6][CH2:7][CH3:8])=[O:5])=[CH:2][NH:1][C:15](=[O:17])[C:10]2=[CH:11][CH:12]=1. (7) Given the reactants [CH:1]1([NH2:7])[CH2:6][CH2:5][CH2:4][CH2:3][CH2:2]1.[CH3:8][C:9]([CH:11]([O:14][CH3:15])[O:12][CH3:13])=O, predict the reaction product. The product is: [CH3:13][O:12][CH:11]([O:14][CH3:15])[C:9](=[N:7][CH:1]1[CH2:6][CH2:5][CH2:4][CH2:3][CH2:2]1)[CH3:8]. (8) Given the reactants [Li+].C[Si]([N-][Si](C)(C)C)(C)C.[CH3:11][O:12][C:13]([CH:15]1[CH2:19][C:18](=[O:20])[N:17]([C:21]2[C:26]([CH3:27])=[CH:25][CH:24]=[CH:23][C:22]=2[CH3:28])[CH2:16]1)=[O:14].I[CH2:30][CH3:31].[NH4+].[Cl-], predict the reaction product. The product is: [CH3:11][O:12][C:13]([C:15]1([CH2:30][CH3:31])[CH2:19][C:18](=[O:20])[N:17]([C:21]2[C:26]([CH3:27])=[CH:25][CH:24]=[CH:23][C:22]=2[CH3:28])[CH2:16]1)=[O:14]. (9) Given the reactants Br[CH2:2][C:3]1[CH:4]=[CH:5][C:6]([O:18][CH3:19])=[C:7]([CH:17]=1)[CH2:8][NH:9][C:10](=[O:16])[O:11][C:12]([CH3:15])([CH3:14])[CH3:13].[S:20]1[CH2:25][CH2:24][CH2:23][S:22][CH:21]1[C:26]([O:28][CH2:29][CH3:30])=[O:27].[H-].[Na+], predict the reaction product. The product is: [C:12]([O:11][C:10]([NH:9][CH2:8][C:7]1[CH:17]=[C:3]([CH:4]=[CH:5][C:6]=1[O:18][CH3:19])[CH2:2][C:21]1([C:26]([O:28][CH2:29][CH3:30])=[O:27])[S:20][CH2:25][CH2:24][CH2:23][S:22]1)=[O:16])([CH3:15])([CH3:14])[CH3:13]. (10) Given the reactants [CH3:1][C:2]1[CH:7]=[CH:6][C:5]2[CH:8]=[C:9]([N:12]([CH3:14])[CH3:13])[CH:10]=[CH:11][C:4]=2[N:3]=1.[CH3:15][C:16]1[N:17]([C:24]2[CH:29]=[CH:28][CH:27]=[CH:26][CH:25]=2)[C:18]([CH3:23])=[CH:19][C:20]=1[CH:21]=O, predict the reaction product. The product is: [CH3:14][N:12]([CH3:13])[C:9]1[CH:8]=[C:5]2[C:4](=[CH:11][CH:10]=1)[N:3]=[C:2](/[CH:1]=[CH:21]/[C:20]1[CH:19]=[C:18]([CH3:23])[N:17]([C:24]3[CH:29]=[CH:28][CH:27]=[CH:26][CH:25]=3)[C:16]=1[CH3:15])[CH:7]=[CH:6]2.